This data is from Human intestinal absorption (HIA) binary classification data from Hou et al.. The task is: Regression/Classification. Given a drug SMILES string, predict its absorption, distribution, metabolism, or excretion properties. Task type varies by dataset: regression for continuous measurements (e.g., permeability, clearance, half-life) or binary classification for categorical outcomes (e.g., BBB penetration, CYP inhibition). Dataset: hia_hou. (1) The compound is CCCC(=O)[C@]1(c2ccccc2)CCC=C[C@@H]1N(C)C. The result is 1 (good absorption). (2) The drug is C[N+]1(C)CC[C@H](OC(=O)[C@@](O)(c2ccccc2)C2CCCC2)C1. The result is 0 (poor absorption). (3) The molecule is CCOC(=O)C1=C[C@H](OC(CC)CC)[C@H](NC(C)=O)[C@@H](N)C1. The result is 1 (good absorption). (4) The compound is C[C@@](O)(CS(=O)(=O)c1ccc(F)cc1)C(=O)Nc1ccc(C#N)c(C(F)(F)F)c1. The result is 1 (good absorption).